Dataset: Full USPTO retrosynthesis dataset with 1.9M reactions from patents (1976-2016). Task: Predict the reactants needed to synthesize the given product. (1) The reactants are: [F:1][C:2]([F:8])([F:7])[C:3](=O)[CH:4]=O.[CH2:9]([NH:16][CH2:17][CH2:18][NH2:19])[C:10]1[CH:15]=[CH:14][CH:13]=[CH:12][CH:11]=1.[BH3-]C#N.[Na+].[OH-].[Na+]. Given the product [CH2:9]([N:16]1[CH2:17][CH2:18][NH:19][CH:3]([C:2]([F:8])([F:7])[F:1])[CH2:4]1)[C:10]1[CH:15]=[CH:14][CH:13]=[CH:12][CH:11]=1, predict the reactants needed to synthesize it. (2) Given the product [CH:33]1([CH2:36][CH2:37][O:38][C:39]2[CH:65]=[CH:64][C:42]([C:43]([NH:45][CH:46]([CH2:47][C:48]3[CH:49]=[CH:50][C:51]([C:54]([F:57])([F:55])[F:56])=[CH:52][CH:53]=3)[C:58]([NH:60][CH2:61][CH2:62][OH:63])=[O:59])=[O:44])=[CH:41][CH:40]=2)[CH2:34][CH2:35]1, predict the reactants needed to synthesize it. The reactants are: C1(CCOC2C=CC(C(NC(CC3C=CC(CCC)=CC=3)C(NCCO)=O)=O)=CC=2)CC1.[CH:33]1([CH2:36][CH2:37][O:38][C:39]2[CH:65]=[CH:64][C:42]([C:43]([NH:45]/[C:46](/[C:58]([NH:60][CH2:61][CH2:62][OH:63])=[O:59])=[CH:47]\[C:48]3[CH:53]=[CH:52][C:51]([C:54]([F:57])([F:56])[F:55])=[CH:50][CH:49]=3)=[O:44])=[CH:41][CH:40]=2)[CH2:35][CH2:34]1. (3) Given the product [OH:13][C:14]1[C:15]([C:16]([O:18][CH2:19][CH3:20])=[O:17])=[CH:21][N:10]=[C:2]([C:3]2[CH:8]=[CH:7][CH:6]=[CH:5][CH:4]=2)[N:9]=1, predict the reactants needed to synthesize it. The reactants are: Cl.[C:2]([NH2:10])(=[NH:9])[C:3]1[CH:8]=[CH:7][CH:6]=[CH:5][CH:4]=1.C([O:13][CH:14]=[C:15]([C:21](OCC)=O)[C:16]([O:18][CH2:19][CH3:20])=[O:17])C.[O-]CC.[Na+].Cl.